This data is from Full USPTO retrosynthesis dataset with 1.9M reactions from patents (1976-2016). The task is: Predict the reactants needed to synthesize the given product. Given the product [ClH:25].[CH3:26][C:10]1[C:11]2[C:12](=[C:13]([N:27]3[CH2:32][CH2:31][O:30][CH2:29][CH2:28]3)[N:14]=[CH:15][C:16]=2[C:17]([N:19]2[CH2:20][CH2:21][O:22][CH2:23][CH2:24]2)=[O:18])[NH:8][CH:9]=1, predict the reactants needed to synthesize it. The reactants are: C(OC([N:8]1[C:12]2=[C:13]([Cl:25])[N:14]=[CH:15][C:16]([C:17]([N:19]3[CH2:24][CH2:23][O:22][CH2:21][CH2:20]3)=[O:18])=[C:11]2[C:10]([CH3:26])=[CH:9]1)=O)(C)(C)C.[NH:27]1[CH2:32][CH2:31][O:30][CH2:29][CH2:28]1.CS(O)(=O)=O.